Regression. Given a peptide amino acid sequence and an MHC pseudo amino acid sequence, predict their binding affinity value. This is MHC class I binding data. From a dataset of Peptide-MHC class I binding affinity with 185,985 pairs from IEDB/IMGT. (1) The peptide sequence is ALAKAAAAV. The MHC is HLA-A02:01 with pseudo-sequence HLA-A02:01. The binding affinity (normalized) is 0.677. (2) The peptide sequence is DIVGGLFTY. The MHC is HLA-A02:01 with pseudo-sequence HLA-A02:01. The binding affinity (normalized) is 0.0847. (3) The binding affinity (normalized) is 0.531. The peptide sequence is RVYNNTARY. The MHC is HLA-B35:01 with pseudo-sequence HLA-B35:01. (4) The peptide sequence is SLCKLNNVF. The MHC is HLA-B15:01 with pseudo-sequence HLA-B15:01. The binding affinity (normalized) is 0.744. (5) The peptide sequence is AMCNVYIPPY. The MHC is HLA-A11:01 with pseudo-sequence HLA-A11:01. The binding affinity (normalized) is 0.546. (6) The peptide sequence is VFAQVKQMY. The MHC is HLA-A26:01 with pseudo-sequence HLA-A26:01. The binding affinity (normalized) is 0.